This data is from Full USPTO retrosynthesis dataset with 1.9M reactions from patents (1976-2016). The task is: Predict the reactants needed to synthesize the given product. (1) Given the product [F:34][CH:32]([F:33])[O:31][C:28]1[CH:29]=[CH:30][C:25]([C:22]2[CH:21]=[C:20]([CH2:19][N:14]3[CH:13]=[C:12]4[N:17]=[C:9]([C:3]5[CH:4]=[CH:5][CH:6]=[C:7]([F:8])[C:2]=5[F:1])[N:10]=[C:11]4[CH:16]=[N:15]3)[O:24][N:23]=2)=[CH:26][C:27]=1[O:35][CH2:36][CH3:37], predict the reactants needed to synthesize it. The reactants are: [F:1][C:2]1[C:7]([F:8])=[CH:6][CH:5]=[CH:4][C:3]=1[C:9]1[N:17]=[C:12]2[CH:13]=[N:14][NH:15][CH:16]=[C:11]2[N:10]=1.Cl[CH2:19][C:20]1[O:24][N:23]=[C:22]([C:25]2[CH:30]=[CH:29][C:28]([O:31][CH:32]([F:34])[F:33])=[C:27]([O:35][CH2:36][CH3:37])[CH:26]=2)[CH:21]=1. (2) Given the product [CH3:10][O:11][C:12]([CH:14]1[CH2:19][CH2:18][C:17]([OH:20])([CH3:5])[CH2:16][N:15]1[C:21]([O:23][C:24]([CH3:27])([CH3:26])[CH3:25])=[O:22])=[O:13], predict the reactants needed to synthesize it. The reactants are: [Cl-].[Ce+3].[Cl-].[Cl-].[CH2:5]1COCC1.[CH3:10][O:11][C:12]([CH:14]1[CH2:19][CH2:18][C:17](=[O:20])[CH2:16][N:15]1[C:21]([O:23][C:24]([CH3:27])([CH3:26])[CH3:25])=[O:22])=[O:13].C[Mg]Br. (3) Given the product [Cl:25][C:22]1[CH:23]=[CH:24][C:19]([N:17]([CH3:18])[C:14]2[CH:15]=[CH:16][C:11]([C:10]([C:8]3[CH:7]=[CH:6][C:5]([NH:27][C:35](=[O:36])[C:34]4[CH:38]=[CH:39][C:31]([C:30]([F:29])([F:40])[F:41])=[CH:32][CH:33]=4)=[C:4]([CH:9]=3)[C:3]([OH:2])=[O:28])=[O:26])=[N:12][CH:13]=2)=[CH:20][CH:21]=1, predict the reactants needed to synthesize it. The reactants are: C[O:2][C:3](=[O:28])[C:4]1[CH:9]=[C:8]([C:10](=[O:26])[C:11]2[CH:16]=[CH:15][C:14]([N:17]([C:19]3[CH:24]=[CH:23][C:22]([Cl:25])=[CH:21][CH:20]=3)[CH3:18])=[CH:13][N:12]=2)[CH:7]=[CH:6][C:5]=1[NH2:27].[F:29][C:30]([F:41])([F:40])[C:31]1[CH:39]=[CH:38][C:34]([C:35](Cl)=[O:36])=[CH:33][CH:32]=1.C1(C)C=CC=CC=1. (4) Given the product [CH3:15][S:16]([O:1][C@H:2]1[CH2:7][CH2:6][CH2:5][N:4]([C:8]([O:10][C:11]([CH3:14])([CH3:13])[CH3:12])=[O:9])[CH2:3]1)(=[O:18])=[O:17], predict the reactants needed to synthesize it. The reactants are: [OH:1][C@H:2]1[CH2:7][CH2:6][CH2:5][N:4]([C:8]([O:10][C:11]([CH3:14])([CH3:13])[CH3:12])=[O:9])[CH2:3]1.[CH3:15][S:16](Cl)(=[O:18])=[O:17]. (5) Given the product [NH2:21][CH2:20][CH2:19][CH:16]1[CH2:15][CH2:14][N:13]([C:11](=[O:12])/[CH:10]=[CH:9]/[C:4]2[CH:5]=[C:6]([Cl:8])[CH:7]=[C:2]([Cl:1])[CH:3]=2)[CH2:18][CH2:17]1, predict the reactants needed to synthesize it. The reactants are: [Cl:1][C:2]1[CH:3]=[C:4](/[CH:9]=[CH:10]/[C:11]([N:13]2[CH2:18][CH2:17][CH:16]([CH2:19][CH2:20][NH:21]C(=O)OC(C)(C)C)[CH2:15][CH2:14]2)=[O:12])[CH:5]=[C:6]([Cl:8])[CH:7]=1.C(O)(C(F)(F)F)=O. (6) Given the product [N:22]1[CH:4]=[CH:3][C:2]([CH:7]([N:9]2[CH2:10][CH2:11][N:12]([C:15]([O:17][C:18]([CH3:19])([CH3:20])[CH3:21])=[O:16])[CH2:13][CH2:14]2)[CH3:8])=[CH:24][CH:23]=1, predict the reactants needed to synthesize it. The reactants are: N1C=C[CH:4]=[CH:3][C:2]=1[CH:7]([N:9]1[CH2:14][CH2:13][N:12]([C:15]([O:17][C:18]([CH3:21])([CH3:20])[CH3:19])=[O:16])[CH2:11][CH2:10]1)[CH3:8].[N:22]1C=CC(C(O)C)=[CH:24][CH:23]=1.C(N(CC)CC)C.CS(Cl)(=O)=O.C(N1CCNCC1)(OC(C)(C)C)=O. (7) The reactants are: [CH3:1][N:2]1[C:6]([C:7]2[CH:8]=[C:9]([NH2:21])[CH:10]=[CH:11][C:12]=2[O:13][CH2:14][CH2:15][N:16]2[CH2:20][CH2:19][CH2:18][CH2:17]2)=[CH:5][CH:4]=[N:3]1.[F:22][C:23]1[CH:24]=[C:25]([CH:29]=[CH:30][C:31]=1[C:32]([F:35])([F:34])[F:33])[C:26](Cl)=[O:27].C(N(CC)CC)C. Given the product [F:22][C:23]1[CH:24]=[C:25]([CH:29]=[CH:30][C:31]=1[C:32]([F:33])([F:34])[F:35])[C:26]([NH:21][C:9]1[CH:10]=[CH:11][C:12]([O:13][CH2:14][CH2:15][N:16]2[CH2:20][CH2:19][CH2:18][CH2:17]2)=[C:7]([C:6]2[N:2]([CH3:1])[N:3]=[CH:4][CH:5]=2)[CH:8]=1)=[O:27], predict the reactants needed to synthesize it.